From a dataset of Forward reaction prediction with 1.9M reactions from USPTO patents (1976-2016). Predict the product of the given reaction. (1) Given the reactants [Cl:1][C:2]1[CH:7]=[CH:6][N:5]=[C:4]2[CH2:8][C:9](=[O:11])[NH:10][C:3]=12.[Cl:12][C:13]1[C:14]([F:21])=[C:15]([CH:18]=[CH:19][CH:20]=1)[CH:16]=O.N1CCCCC1, predict the reaction product. The product is: [Cl:1][C:2]1[CH:7]=[CH:6][N:5]=[C:4]2/[C:8](=[CH:16]/[C:15]3[CH:18]=[CH:19][CH:20]=[C:13]([Cl:12])[C:14]=3[F:21])/[C:9](=[O:11])[NH:10][C:3]=12. (2) Given the reactants C(NC(C)C)(C)C.[Li]CCCC.[Br:13][C:14]1[C:15]([C:19]([OH:21])=[O:20])=[CH:16][S:17][CH:18]=1.CN(P(N(C)C)(N(C)C)=[O:26])C.C1[CH2:37][O:36]CC1, predict the reaction product. The product is: [Br:13][C:14]1[C:15]([C:19]([OH:21])=[O:20])=[C:16]([C:37]([OH:36])=[O:26])[S:17][CH:18]=1. (3) Given the reactants [NH2:1][C:2]1[CH:26]=[CH:25][C:5]([O:6][C:7]2[CH:12]=[CH:11][N:10]=[C:9]([NH:13][C:14](=[O:24])[N:15]([CH3:23])[CH:16]3[CH2:21][CH2:20][N:19]([CH3:22])[CH2:18][CH2:17]3)[CH:8]=2)=[C:4]([F:27])[CH:3]=1.[F:28][C:29]1[CH:34]=[CH:33][C:32]([NH:35][C:36]([C:38]2([C:41](O)=[O:42])[CH2:40][CH2:39]2)=[O:37])=[CH:31][CH:30]=1.C(N(CC)CC)C.F[P-](F)(F)(F)(F)F.N1(O[P+](N(C)C)(N(C)C)N(C)C)C2C=CC=CC=2N=N1, predict the reaction product. The product is: [F:27][C:4]1[CH:3]=[C:2]([NH:1][C:41]([C:38]2([C:36]([NH:35][C:32]3[CH:33]=[CH:34][C:29]([F:28])=[CH:30][CH:31]=3)=[O:37])[CH2:40][CH2:39]2)=[O:42])[CH:26]=[CH:25][C:5]=1[O:6][C:7]1[CH:12]=[CH:11][N:10]=[C:9]([NH:13][C:14]([N:15]([CH3:23])[CH:16]2[CH2:17][CH2:18][N:19]([CH3:22])[CH2:20][CH2:21]2)=[O:24])[CH:8]=1. (4) Given the reactants [CH3:1][O:2][C:3]1[N:7]([C:8]2[CH:13]=[CH:12][C:11]([C:14](=[O:23])[NH:15][CH2:16][CH:17]3[CH2:22][CH2:21][O:20][CH2:19][CH2:18]3)=[CH:10][N:9]=2)[N:6]=[CH:5][C:4]=1C(O)=O.C(=O)(O)[O-].[Na+].[Br:32]N1C(=O)CCC1=O, predict the reaction product. The product is: [Br:32][C:4]1[CH:5]=[N:6][N:7]([C:8]2[CH:13]=[CH:12][C:11]([C:14]([NH:15][CH2:16][CH:17]3[CH2:22][CH2:21][O:20][CH2:19][CH2:18]3)=[O:23])=[CH:10][N:9]=2)[C:3]=1[O:2][CH3:1]. (5) The product is: [CH3:7][C:5]1[N:6]=[C:2]([CH3:1])[S:3][C:4]=1/[CH:8]=[CH:9]/[C:13]([N:14]([CH3:16])[CH3:15])=[O:12]. Given the reactants [CH3:1][C:2]1[S:3][C:4]([C:8](=O)[CH3:9])=[C:5]([CH3:7])[N:6]=1.C[O:12][CH:13](OC)[N:14]([CH3:16])[CH3:15], predict the reaction product. (6) Given the reactants [CH3:1][C:2]([CH3:13])([C:7](=O)[C:8]([O:10]C)=O)[C:3]([O:5][CH3:6])=[O:4].[CH3:14][C:15]1[N:20]=[C:19]2[N:21]([CH2:28][O:29][CH2:30][CH2:31][Si:32]([CH3:35])([CH3:34])[CH3:33])[N:22]=[C:23]([C:24](=[NH:27])[NH:25][NH2:26])[C:18]2=[CH:17][CH:16]=1, predict the reaction product. The product is: [OH:10][C:8]1[N:27]=[C:24]([C:23]2[C:18]3[C:19](=[N:20][C:15]([CH3:14])=[CH:16][CH:17]=3)[N:21]([CH2:28][O:29][CH2:30][CH2:31][Si:32]([CH3:33])([CH3:35])[CH3:34])[N:22]=2)[N:25]=[N:26][C:7]=1[C:2]([CH3:1])([CH3:13])[C:3]([O:5][CH3:6])=[O:4]. (7) The product is: [NH:12]1[C:13]2[C:18](=[CH:17][CH:16]=[CH:15][CH:14]=2)[C:10]([C:8](=[O:9])[CH:35]([C:33]2[CH:32]=[CH:31][C:28]([C:29]#[N:30])=[C:27]([F:26])[CH:34]=2)[NH:36][C:37]2[CH:42]=[CH:41][CH:40]=[C:39]([O:43][CH3:44])[CH:38]=2)=[CH:11]1. Given the reactants C(N(CC)CC)C.[CH:8]([C:10]1[C:18]2[C:13](=[CH:14][CH:15]=[CH:16][CH:17]=2)[N:12](C(OC(C)(C)C)=O)[CH:11]=1)=[O:9].[F:26][C:27]1[CH:34]=[C:33]([CH:35]=[N:36][C:37]2[CH:42]=[CH:41][CH:40]=[C:39]([O:43][CH3:44])[CH:38]=2)[CH:32]=[CH:31][C:28]=1[C:29]#[N:30], predict the reaction product. (8) Given the reactants [CH2:1]([NH2:9])[CH2:2][C:3]1[CH:8]=[CH:7][CH:6]=[CH:5][CH:4]=1.Br[CH2:11][C:12]([O:14][C:15]([CH3:18])([CH3:17])[CH3:16])=[O:13], predict the reaction product. The product is: [C:15]([O:14][C:12](=[O:13])[CH2:11][NH:9][CH2:1][CH2:2][C:3]1[CH:8]=[CH:7][CH:6]=[CH:5][CH:4]=1)([CH3:18])([CH3:17])[CH3:16]. (9) Given the reactants [CH:1]1([CH2:6][CH2:7][OH:8])[CH2:5][CH2:4][CH2:3][CH2:2]1.[CH3:9][C:10]1[CH:15]=[CH:14][C:13]([S:16](Cl)(=[O:18])=[O:17])=[CH:12][CH:11]=1.CCN(CC)CC, predict the reaction product. The product is: [CH:1]1([CH2:6][CH2:7][O:8][S:16]([C:13]2[CH:14]=[CH:15][C:10]([CH3:9])=[CH:11][CH:12]=2)(=[O:18])=[O:17])[CH2:5][CH2:4][CH2:3][CH2:2]1.